This data is from Reaction yield outcomes from USPTO patents with 853,638 reactions. The task is: Predict the reaction yield, written as a fraction of the theoretical maximum amount of product (1.0 means a 100% yield; for example, 0.34 means a 34% yield). (1) The reactants are [Br:1][CH2:2][CH2:3][CH2:4][C:5]1[S:9][C:8]([C:10]([OH:12])=[O:11])=[CH:7][CH:6]=1.[Si](C=[N+]=[N-])(C)(C)[CH3:14]. The catalyst is C(OCC)(=O)C.CO. The product is [Br:1][CH2:2][CH2:3][CH2:4][C:5]1[S:9][C:8]([C:10]([O:12][CH3:14])=[O:11])=[CH:7][CH:6]=1. The yield is 0.240. (2) The reactants are [NH2:1][C@@H:2]([CH3:23])[C:3]([NH:5][C@@H:6]([CH3:22])[C:7]([NH:9][C@@H:10]([CH2:14][C:15]1[CH:20]=[CH:19][C:18]([OH:21])=[CH:17][CH:16]=1)[C:11]([NH2:13])=[O:12])=[O:8])=[O:4].[C:24]([NH:41][C@H:42]([C:51](O)=[O:52])[CH2:43][C:44]1[CH:49]=[CH:48][C:47]([OH:50])=[CH:46][CH:45]=1)([O:26][CH2:27][CH:28]1[C:40]2[C:35](=[CH:36][CH:37]=[CH:38][CH:39]=2)[C:34]2[C:29]1=[CH:30][CH:31]=[CH:32][CH:33]=2)=[O:25].ON1C2N=CC=CC=2N=N1.CN1CCOCC1.C(Cl)CCl. The catalyst is CN(C=O)C. The product is [NH2:13][C:11](=[O:12])[C@@H:10]([NH:9][C:7](=[O:8])[C@@H:6]([NH:5][C:3](=[O:4])[C@@H:2]([NH:1][C:51](=[O:52])[C@@H:42]([NH:41][C:24](=[O:25])[O:26][CH2:27][CH:28]1[C:40]2[CH:39]=[CH:38][CH:37]=[CH:36][C:35]=2[C:34]2[C:29]1=[CH:30][CH:31]=[CH:32][CH:33]=2)[CH2:43][C:44]1[CH:45]=[CH:46][C:47]([OH:50])=[CH:48][CH:49]=1)[CH3:23])[CH3:22])[CH2:14][C:15]1[CH:20]=[CH:19][C:18]([OH:21])=[CH:17][CH:16]=1. The yield is 0.475. (3) The reactants are Cl[C:2]1[CH:7]=[CH:6][C:5]([C:8]2[N:13]([CH2:14][C:15]3[CH:20]=[CH:19][C:18]([O:21][CH3:22])=[CH:17][C:16]=3[O:23][CH3:24])[C:12](=[O:25])[C:11]([C:26]([O:28][CH3:29])=[O:27])=[C:10]([O:30][CH2:31][O:32][CH3:33])[C:9]=2[CH2:34][CH3:35])=[CH:4][CH:3]=1.CC1(C)C(C)(C)OB([C:44]2[CH2:49][CH2:48][N:47]([C:50]([O:52][C:53]([CH3:56])([CH3:55])[CH3:54])=[O:51])[CH2:46][CH:45]=2)O1.COC1C=CC=C(OC)C=1C1C=CC=CC=1P(C1CCCCC1)C1CCCCC1.[O-]P([O-])([O-])=O.[K+].[K+].[K+]. The catalyst is C1(C)C=CC=CC=1.O.CC([O-])=O.CC([O-])=O.[Pd+2]. The product is [C:53]([O:52][C:50]([N:47]1[CH2:46][CH:45]=[C:44]([C:2]2[CH:3]=[CH:4][C:5]([C:8]3[N:13]([CH2:14][C:15]4[CH:20]=[CH:19][C:18]([O:21][CH3:22])=[CH:17][C:16]=4[O:23][CH3:24])[C:12](=[O:25])[C:11]([C:26]([O:28][CH3:29])=[O:27])=[C:10]([O:30][CH2:31][O:32][CH3:33])[C:9]=3[CH2:34][CH3:35])=[CH:6][CH:7]=2)[CH2:49][CH2:48]1)=[O:51])([CH3:56])([CH3:54])[CH3:55]. The yield is 0.800. (4) The reactants are [C:1](N1C=CC=CC1=O)(N1C=CC=CC1=O)=[S:2].[Br:17][C:18]1[CH:27]=[C:26]2[C:21]([CH:22]=[C:23]([NH2:28])[N:24]=[CH:25]2)=[CH:20][CH:19]=1.BrC1C=CC=C2C=1C=C(N)N=C2. The catalyst is ClCCl. The product is [Br:17][C:18]1[CH:27]=[C:26]2[C:21]([CH:22]=[C:23]([N:28]=[C:1]=[S:2])[N:24]=[CH:25]2)=[CH:20][CH:19]=1. The yield is 0.220. (5) The reactants are C[O-].[Na+].[CH2:4]([N:6]1[C:11](=[O:12])[C:10]2=[N:13][O:14][C:15]([CH3:16])=[C:9]2[C:8]([C:17]2[CH:22]=[CH:21][CH:20]=[CH:19][CH:18]=2)=[N:7]1)[CH3:5].[CH:23](=O)[C:24]1[CH:29]=[CH:28][CH:27]=[CH:26][CH:25]=1. The catalyst is CO. The product is [CH2:4]([N:6]1[C:11](=[O:12])[C:10]2=[N:13][O:14][C:15]([CH:16]=[CH:23][C:24]3[CH:29]=[CH:28][CH:27]=[CH:26][CH:25]=3)=[C:9]2[C:8]([C:17]2[CH:22]=[CH:21][CH:20]=[CH:19][CH:18]=2)=[N:7]1)[CH3:5]. The yield is 0.760. (6) The reactants are [C:1]([NH:4][C@:5]1([C@@H:54]([CH2:56][CH3:57])[CH3:55])[CH2:9][CH2:8][N:7]([C@@H:10]([CH2:45][CH2:46][C:47]2[CH:52]=[CH:51][CH:50]=[CH:49][CH:48]=2)[C:11]([NH:13][C@@H:14]([CH2:36][C:37]2[CH:42]=[C:41]([F:43])[CH:40]=[C:39]([F:44])[CH:38]=2)[C@@H:15]([C@H:17]2[CH2:22][CH2:21][CH2:20]C[N:18]2C(C2C=CC=CC=2)C2C=CC=CC=2)[OH:16])=[O:12])[C:6]1=[O:53])(=[O:3])[CH3:2].N[C@@H](CC1C=C(F)C=C(F)C=1)[C@@H]([C@@H]1N(C(C2C=CC=CC=2)C2C=CC=CC=2)C[C@@H](O)C1)[OH:61].FC1C=C(C=C(F)C=1)C[C@H]1[C@@H]([C@H]2C[C@H](O)CN2C(C2C=CC=CC=2)C2C=CC=CC=2)OC(=O)N1.[Li+].[OH-]. The catalyst is CCO.O. The product is [C:1]([NH:4][C@:5]1([C@@H:54]([CH2:56][CH3:57])[CH3:55])[CH2:9][CH2:8][N:7]([C@@H:10]([CH2:45][CH2:46][C:47]2[CH:48]=[CH:49][CH:50]=[CH:51][CH:52]=2)[C:11]([NH:13][C@@H:14]([CH2:36][C:37]2[CH:38]=[C:39]([F:44])[CH:40]=[C:41]([F:43])[CH:42]=2)[C@H:15]([OH:16])[C@H:17]2[CH2:22][C@H:21]([OH:61])[CH2:20][NH:18]2)=[O:12])[C:6]1=[O:53])(=[O:3])[CH3:2]. The yield is 0.840.